Dataset: Peptide-MHC class II binding affinity with 134,281 pairs from IEDB. Task: Regression. Given a peptide amino acid sequence and an MHC pseudo amino acid sequence, predict their binding affinity value. This is MHC class II binding data. (1) The peptide sequence is LAGLSTLPGNPAIASL. The MHC is DRB5_0101 with pseudo-sequence DRB5_0101. The binding affinity (normalized) is 0.144. (2) The peptide sequence is VKLEGRVIDLGCGRG. The MHC is DRB1_0301 with pseudo-sequence DRB1_0301. The binding affinity (normalized) is 0.433. (3) The peptide sequence is FDSFVASLTEALRVI. The MHC is DRB1_0901 with pseudo-sequence DRB1_0901. The binding affinity (normalized) is 0.749. (4) The peptide sequence is AHEVKLQIEEEYQVF. The MHC is DRB1_0101 with pseudo-sequence DRB1_0101. The binding affinity (normalized) is 0.286.